This data is from Full USPTO retrosynthesis dataset with 1.9M reactions from patents (1976-2016). The task is: Predict the reactants needed to synthesize the given product. (1) Given the product [CH3:3][C:4]1[C:12]([CH3:13])=[CH:11][C:7]2[N:8]([CH2:15][C:16]3[CH:26]=[CH:25][C:19]4[N:20]=[C:21]([S:23][CH3:24])[S:22][C:18]=4[CH:17]=3)[CH:9]=[N:10][C:6]=2[CH:5]=1, predict the reactants needed to synthesize it. The reactants are: [H-].[Na+].[CH3:3][C:4]1[C:12]([CH3:13])=[CH:11][C:7]2[NH:8][CH:9]=[N:10][C:6]=2[CH:5]=1.Cl[CH2:15][C:16]1[CH:26]=[CH:25][C:19]2[N:20]=[C:21]([S:23][CH3:24])[S:22][C:18]=2[CH:17]=1. (2) Given the product [Cl:30][C:26]1[CH:25]=[C:24]([CH:23]([C:31]2[CH:36]=[CH:35][CH:34]=[C:33]([Cl:37])[CH:32]=2)[CH2:22][NH:21][C:5]2[N:4]=[C:3]([CH2:2][NH:1][C:45]([NH:44][CH2:43][CH2:42][N:41]([CH:52]([CH3:54])[CH3:53])[CH:38]([CH3:39])[CH3:40])=[O:46])[N:11]=[C:10]3[C:6]=2[N:7]=[CH:8][N:9]3[C@H:12]2[C@H:16]([OH:17])[C@H:15]([OH:18])[C@@H:14]([CH2:19][OH:20])[O:13]2)[CH:29]=[CH:28][CH:27]=1, predict the reactants needed to synthesize it. The reactants are: [NH2:1][CH2:2][C:3]1[N:11]=[C:10]2[C:6]([N:7]=[CH:8][N:9]2[C@H:12]2[C@H:16]([OH:17])[C@H:15]([OH:18])[C@@H:14]([CH2:19][OH:20])[O:13]2)=[C:5]([NH:21][CH2:22][CH:23]([C:31]2[CH:36]=[CH:35][CH:34]=[C:33]([Cl:37])[CH:32]=2)[C:24]2[CH:29]=[CH:28][CH:27]=[C:26]([Cl:30])[CH:25]=2)[N:4]=1.[CH:38]([N:41]([CH:52]([CH3:54])[CH3:53])[CH2:42][CH2:43][NH:44][C:45](N1C=CN=C1)=[O:46])([CH3:40])[CH3:39]. (3) The reactants are: [CH:1]1([CH2:4][O:5][C:6]2[CH:11]=[C:10]([O:12][CH3:13])[CH:9]=[CH:8][C:7]=2[C:14]2[C:15]3[N:22]([CH2:23][O:24][CH2:25][CH2:26][Si:27]([CH3:30])([CH3:29])[CH3:28])[C:21]([CH3:31])=[C:20]([C:32](O)=[O:33])[C:16]=3[N:17]=[CH:18][N:19]=2)[CH2:3][CH2:2]1.[NH2:35][C@H:36]1[CH2:41][CH2:40][C@H:39]([NH:42][C:43](=[O:49])[O:44][C:45]([CH3:48])([CH3:47])[CH3:46])[CH2:38][CH2:37]1. Given the product [C:45]([O:44][C:43](=[O:49])[NH:42][C@H:39]1[CH2:40][CH2:41][C@H:36]([NH:35][C:32]([C:20]2[C:16]3[N:17]=[CH:18][N:19]=[C:14]([C:7]4[CH:8]=[CH:9][C:10]([O:12][CH3:13])=[CH:11][C:6]=4[O:5][CH2:4][CH:1]4[CH2:2][CH2:3]4)[C:15]=3[N:22]([CH2:23][O:24][CH2:25][CH2:26][Si:27]([CH3:28])([CH3:30])[CH3:29])[C:21]=2[CH3:31])=[O:33])[CH2:37][CH2:38]1)([CH3:46])([CH3:48])[CH3:47], predict the reactants needed to synthesize it.